Dataset: Reaction yield outcomes from USPTO patents with 853,638 reactions. Task: Predict the reaction yield, written as a fraction of the theoretical maximum amount of product (1.0 means a 100% yield; for example, 0.34 means a 34% yield). (1) The reactants are I[C:2]1[C:10]2[C:5](=[CH:6][C:7]([C:11]([O:13][CH3:14])=O)=[CH:8][CH:9]=2)[NH:4]N=1.Cl[CH2:16]Cl.[OH-:18].[NH4+:19].[Cl-].[NH4+:21]. The catalyst is CC(N(C)C)=O.[Zn].[C-]#N.[Zn+2].[C-]#N.Cl[Pd]Cl.C1(P(C2C=CC=CC=2)[C-]2C=CC=C2)C=CC=CC=1.[C-]1(P(C2C=CC=CC=2)C2C=CC=CC=2)C=CC=C1.[Fe+2].[Cu]I. The product is [C:16]([C:2]1[C:10]2[C:5](=[CH:6][C:7]([C:11]([O:13][CH3:14])=[O:18])=[CH:8][CH:9]=2)[NH:4][N:21]=1)#[N:19]. The yield is 0.730. (2) The reactants are [C:1](Cl)(=[O:4])[CH:2]=[CH2:3].[CH3:6][NH:7][CH2:8][C:9]1[C:17]2[C:12](=[CH:13][CH:14]=[CH:15][CH:16]=2)[NH:11][CH:10]=1.CCN(CC)CC. The catalyst is C(Cl)Cl. The product is [NH:11]1[C:12]2[C:17](=[CH:16][CH:15]=[CH:14][CH:13]=2)[C:9]([CH2:8][N:7]([CH3:6])[C:1](=[O:4])[CH:2]=[CH2:3])=[CH:10]1. The yield is 0.800. (3) The reactants are [N+:1]([C:4]1[CH:5]=[C:6]2[C:10](=[CH:11][CH:12]=1)[NH:9][CH:8]=[CH:7]2)([O-:3])=[O:2].[C:13](O[C:13]([O:15][C:16]([CH3:19])([CH3:18])[CH3:17])=[O:14])([O:15][C:16]([CH3:19])([CH3:18])[CH3:17])=[O:14]. The catalyst is CN(C1C=CN=CC=1)C.C1COCC1. The product is [C:16]([O:15][C:13]([N:9]1[C:10]2[C:6](=[CH:5][C:4]([N+:1]([O-:3])=[O:2])=[CH:12][CH:11]=2)[CH:7]=[CH:8]1)=[O:14])([CH3:19])([CH3:18])[CH3:17]. The yield is 0.780. (4) The reactants are C[O:2][C:3](=[O:33])[C:4]1[CH:9]=[C:8]([Cl:10])[C:7]([O:11][CH3:12])=[CH:6][C:5]=1[O:13][CH2:14][CH2:15][CH2:16][N:17]1[CH2:22][CH2:21][C:20]([C:24]2[CH:29]=[CH:28][C:27]([Cl:30])=[CH:26][CH:25]=2)([OH:23])[C:19]([CH3:32])([CH3:31])[CH2:18]1.[Li+].[OH-]. The catalyst is C1COCC1.O. The product is [Cl:10][C:8]1[C:7]([O:11][CH3:12])=[CH:6][C:5]([O:13][CH2:14][CH2:15][CH2:16][N:17]2[CH2:22][CH2:21][C:20]([C:24]3[CH:25]=[CH:26][C:27]([Cl:30])=[CH:28][CH:29]=3)([OH:23])[C:19]([CH3:32])([CH3:31])[CH2:18]2)=[C:4]([CH:9]=1)[C:3]([OH:33])=[O:2]. The yield is 0.967.